Dataset: Forward reaction prediction with 1.9M reactions from USPTO patents (1976-2016). Task: Predict the product of the given reaction. (1) The product is: [Cl:14][C:8]1[C:9]([Cl:13])=[CH:10][CH:11]=[CH:12][C:7]=1[N:6]1[C:2]([N:22]2[CH2:23][CH2:24][CH2:25][CH:21]2[C:15]2[CH:20]=[CH:19][CH:18]=[CH:17][CH:16]=2)=[N:3][N:4]=[N:5]1. Given the reactants Cl[C:2]1[N:6]([C:7]2[CH:12]=[CH:11][CH:10]=[C:9]([Cl:13])[C:8]=2[Cl:14])[N:5]=[N:4][N:3]=1.[C:15]1([CH:21]2[CH2:25][CH2:24][CH2:23][NH:22]2)[CH:20]=[CH:19][CH:18]=[CH:17][CH:16]=1, predict the reaction product. (2) Given the reactants [CH2:1]([N:8]1[C:16]2[C:11](=[CH:12][CH:13]=[CH:14][CH:15]=2)[CH2:10][CH:9]1[CH3:17])[C:2]1[CH:7]=[CH:6][CH:5]=[CH:4][CH:3]=1.O.[F:19][C:20]([F:28])([F:27])[C:21]([C:23]([F:26])([F:25])[F:24])=[O:22].O.O.[F:19][C:20]([F:28])([F:27])[C:21]([C:23]([F:26])([F:25])[F:24])=[O:22].[NH4+].[Cl-], predict the reaction product. The product is: [CH2:1]([N:8]1[C:16]2[C:11](=[CH:12][C:13]([C:21]([OH:22])([C:23]([F:26])([F:25])[F:24])[C:20]([F:28])([F:27])[F:19])=[CH:14][CH:15]=2)[CH2:10][CH:9]1[CH3:17])[C:2]1[CH:3]=[CH:4][CH:5]=[CH:6][CH:7]=1. (3) Given the reactants [CH2:1]([N:3]([CH2:35][CH3:36])[CH2:4]/[CH:5]=[CH:6]\[C:7]1[CH:12]=[C:11]([F:13])[CH:10]=[CH:9][C:8]=1[S:14]([NH:17][C:18]1[C:27]([C:28]([O:30][CH3:31])=[O:29])=[C:26]2[C:21]([C:22]3[CH:34]=[CH:33][O:32][C:23]=3[CH2:24][O:25]2)=[CH:20][CH:19]=1)(=[O:16])=[O:15])[CH3:2].BrC1C=C(F)C=CC=1S(NC1C(C(OC)=O)=C2C(C3C=COC=3CO2)=CC=1)(=O)=O.C([Sn](CCCC)(CCCC)/C=C\CN1CCCC1)CCC, predict the reaction product. The product is: [N:3]1([CH2:4]/[CH:5]=[CH:6]\[C:7]2[CH:12]=[C:11]([F:13])[CH:10]=[CH:9][C:8]=2[S:14]([NH:17][C:18]2[C:27]([C:28]([O:30][CH3:31])=[O:29])=[C:26]3[C:21]([C:22]4[CH:34]=[CH:33][O:32][C:23]=4[CH2:24][O:25]3)=[CH:20][CH:19]=2)(=[O:16])=[O:15])[CH2:1][CH2:2][CH2:36][CH2:35]1. (4) Given the reactants ClC1C=C(Cl)C=CC=1C1N=C(CC)C(N[C@@H]2C3C(=CC=CC=3)C[C@@H]2O)=NC=1CC.Br[C:31]1[N:32]=[C:33]([CH2:53][CH3:54])[C:34]([NH:39][C@H:40]2[C@@H:44]([O:45][CH2:46][CH2:47][F:48])[CH2:43][N:42]([C:49]([O:51][CH3:52])=[O:50])[CH2:41]2)=[N:35][C:36]=1[CH2:37][CH3:38].[CH3:55][O:56][C:57]1[CH:62]=[CH:61][C:60](B2OB([C:60]3[CH:61]=[CH:62][C:57]([O:56][CH3:55])=[CH:58][C:59]=3[CH3:87])OB([C:60]3[CH:61]=[CH:62][C:57]([O:56][CH3:55])=[CH:58][C:59]=3[CH3:87])O2)=[C:59]([CH3:87])[CH:58]=1, predict the reaction product. The product is: [CH2:53]([C:33]1[C:34]([NH:39][C@H:40]2[C@@H:44]([O:45][CH2:46][CH2:47][F:48])[CH2:43][N:42]([C:49]([O:51][CH3:52])=[O:50])[CH2:41]2)=[N:35][C:36]([CH2:37][CH3:38])=[C:31]([C:60]2[CH:61]=[CH:62][C:57]([O:56][CH3:55])=[CH:58][C:59]=2[CH3:87])[N:32]=1)[CH3:54]. (5) Given the reactants Cl[CH2:2][C:3]1[CH:22]=[CH:21][C:6]([CH2:7][C:8]2[N:12]([CH2:13][CH3:14])[C:11]([C:15]([O:17][CH2:18][CH3:19])=[O:16])=[CH:10][C:9]=2[CH3:20])=[CH:5][CH:4]=1.[NH:23]1[CH:28]=[CH:27][CH:26]=[CH:25][C:24]1=[O:29].C(=O)([O-])[O-].[K+].[K+], predict the reaction product. The product is: [CH2:13]([N:12]1[C:8]([CH2:7][C:6]2[CH:21]=[CH:22][C:3]([CH2:2][N:23]3[CH:28]=[CH:27][CH:26]=[CH:25][C:24]3=[O:29])=[CH:4][CH:5]=2)=[C:9]([CH3:20])[CH:10]=[C:11]1[C:15]([O:17][CH2:18][CH3:19])=[O:16])[CH3:14].